Dataset: Reaction yield outcomes from USPTO patents with 853,638 reactions. Task: Predict the reaction yield, written as a fraction of the theoretical maximum amount of product (1.0 means a 100% yield; for example, 0.34 means a 34% yield). (1) The reactants are [CH3:1][C:2](=[O:7])[CH2:3][CH2:4][CH2:5][CH3:6].[CH3:8][N:9]([CH:11](OC)OC)[CH3:10]. The catalyst is CN(C=O)C. The product is [CH3:8][N:9]([CH3:11])/[CH:10]=[CH:1]/[C:2](=[O:7])[CH2:3][CH2:4][CH2:5][CH3:6]. The yield is 0.190. (2) The reactants are [CH3:1][C:2]1[CH:10]=[C:9]([CH3:11])[C:8]([C:12]2[NH:16][C:15]3[CH2:17][O:18][CH:19]([CH3:21])[CH2:20][C:14]=3[N:13]=2)=[CH:7][C:3]=1[C:4]([OH:6])=O.CCN=C=NCCCN(C)C.Cl.Cl.[NH:35]1[CH2:40][CH2:39][CH:38]([C:41]2[CH:48]=[CH:47][C:44]([C:45]#[N:46])=[CH:43][CH:42]=2)[CH2:37][CH2:36]1. The catalyst is CN(C)C=O.CN(C)C1C=CN=CC=1. The product is [CH3:1][C:2]1[CH:10]=[C:9]([CH3:11])[C:8]([C:12]2[NH:16][C:15]3[CH2:17][O:18][CH:19]([CH3:21])[CH2:20][C:14]=3[N:13]=2)=[CH:7][C:3]=1[C:4]([N:35]1[CH2:40][CH2:39][CH:38]([C:41]2[CH:48]=[CH:47][C:44]([C:45]#[N:46])=[CH:43][CH:42]=2)[CH2:37][CH2:36]1)=[O:6]. The yield is 0.100. (3) The reactants are [NH2:1][CH2:2][CH2:3][C:4]([OH:6])=[O:5].[C:7](O)(=[C:12]1[C:20](=[O:21])[CH2:19][C:16]([CH3:18])([CH3:17])[CH2:15][C:13]1=[O:14])[CH2:8][CH:9]([CH3:11])[CH3:10]. The catalyst is CCO.C(O)(C(F)(F)F)=O. The product is [NH:1]([C:7](=[C:12]1[C:13](=[O:14])[CH2:15][C:16]([CH3:17])([CH3:18])[CH2:19][C:20]1=[O:21])[CH2:8][CH:9]([CH3:11])[CH3:10])[CH2:2][CH2:3][C:4]([OH:6])=[O:5]. The yield is 0.976. (4) The reactants are Br[C:2]1[CH:7]=[CH:6][CH:5]=[CH:4][C:3]=1[CH2:8][CH3:9].C([Li])CCC.C([O:17][B:18](OCC)[O:19]CC)C. The catalyst is O1CCCC1. The product is [CH2:8]([C:3]1[CH:4]=[CH:5][CH:6]=[CH:7][C:2]=1[B:18]([OH:19])[OH:17])[CH3:9]. The yield is 0.920. (5) The reactants are [CH3:1][O:2][C:3]([CH:5](P(OC)(OC)=O)[NH:6][C:7]([O:9][CH2:10][C:11]1[CH:16]=[CH:15][CH:14]=[CH:13][CH:12]=1)=[O:8])=[O:4].[C:23]([CH2:27][CH:28]=O)([CH3:26])([CH3:25])[CH3:24].C1CCN2C(=NCCC2)CC1. The catalyst is C1COCC1.C(Cl)Cl. The product is [CH3:1][O:2][C:3](=[O:4])[C:5]([NH:6][C:7]([O:9][CH2:10][C:11]1[CH:12]=[CH:13][CH:14]=[CH:15][CH:16]=1)=[O:8])=[CH:28][CH2:27][C:23]([CH3:26])([CH3:25])[CH3:24]. The yield is 0.940.